Task: Predict the product of the given reaction.. Dataset: Forward reaction prediction with 1.9M reactions from USPTO patents (1976-2016) (1) The product is: [CH2:1]([O:4][C:5]1([CH3:45])[CH2:6][CH2:7][N:8]([C:11]2[N:16]3[N:17]=[C:18]([C:20]4[CH:21]=[C:22]([C:26]5[CH:31]=[C:30]([F:32])[CH:29]=[CH:28][C:27]=5[O:33][C@H:49]([CH2:48][CH:47]=[CH2:46])[CH3:50])[CH:23]=[CH:24][CH:25]=4)[CH:19]=[C:15]3[N:14]=[C:13]([CH3:34])[C:12]=2[C@H:35]([O:40][C:41]([CH3:44])([CH3:43])[CH3:42])[C:36]([O:38][CH3:39])=[O:37])[CH2:9][CH2:10]1)[CH:2]=[CH2:3]. Given the reactants [CH2:1]([O:4][C:5]1([CH3:45])[CH2:10][CH2:9][N:8]([C:11]2[N:16]3[N:17]=[C:18]([C:20]4[CH:21]=[C:22]([C:26]5[CH:31]=[C:30]([F:32])[CH:29]=[CH:28][C:27]=5[OH:33])[CH:23]=[CH:24][CH:25]=4)[CH:19]=[C:15]3[N:14]=[C:13]([CH3:34])[C:12]=2[C@H:35]([O:40][C:41]([CH3:44])([CH3:43])[CH3:42])[C:36]([O:38][CH3:39])=[O:37])[CH2:7][CH2:6]1)[CH:2]=[CH2:3].[CH3:46][C@@H:47](O)[CH2:48][CH:49]=[CH2:50].C1C=CC(P(C2C=CC=CC=2)C2C=CC=CC=2)=CC=1.CCOC(/N=N/C(OCC)=O)=O, predict the reaction product. (2) The product is: [CH:15]1([CH2:18][CH2:19][CH2:20][NH:21][C:22]([C:24]2[N:25]=[N:26][C:27]([N:30]3[CH2:31][CH2:32][N:33]([C:7](=[O:8])[C:6]4[CH:10]=[C:2]([F:1])[CH:3]=[CH:4][C:5]=4[C:11]([F:14])([F:13])[F:12])[CH2:34][CH2:35]3)=[CH:28][CH:29]=2)=[O:23])[CH2:17][CH2:16]1. Given the reactants [F:1][C:2]1[CH:3]=[CH:4][C:5]([C:11]([F:14])([F:13])[F:12])=[C:6]([CH:10]=1)[C:7](Cl)=[O:8].[CH:15]1([CH2:18][CH2:19][CH2:20][NH:21][C:22]([C:24]2[N:25]=[N:26][C:27]([N:30]3[CH2:35][CH2:34][NH:33][CH2:32][CH2:31]3)=[CH:28][CH:29]=2)=[O:23])[CH2:17][CH2:16]1, predict the reaction product. (3) Given the reactants [C:1]1([C:7]2[CH:14]=[CH:13][CH:12]=[C:11]([NH:15][C:16]3[CH:21]=[CH:20][CH:19]=[CH:18][CH:17]=3)[C:8]=2[CH2:9][NH2:10])[CH:6]=[CH:5][CH:4]=[CH:3][CH:2]=1.[C:22](N1C=CN=C1)(N1C=CN=C1)=[O:23], predict the reaction product. The product is: [C:16]1([N:15]2[C:11]3[C:8](=[C:7]([C:1]4[CH:2]=[CH:3][CH:4]=[CH:5][CH:6]=4)[CH:14]=[CH:13][CH:12]=3)[CH2:9][NH:10][C:22]2=[O:23])[CH:17]=[CH:18][CH:19]=[CH:20][CH:21]=1. (4) Given the reactants [CH3:1][S:2][C@@H:3]1[O:8][C@H:7]([CH2:9][OH:10])[C@H:6]([OH:11])[C@H:5]([OH:12])[C@H:4]1[OH:13].C(O[C:18](=[O:20])[CH3:19])(=O)C, predict the reaction product. The product is: [C:7]([O:13][C@@H:4]1[C@@H:5]([O:12][C:6](=[O:11])[CH3:5])[C@@H:6]([O:11][C:4](=[O:13])[CH3:3])[C@@H:7]([CH2:9][O:10][C:18](=[O:20])[CH3:19])[O:8][C@H:3]1[S:2][CH3:1])(=[O:8])[CH3:9]. (5) Given the reactants [Br:1][C:2]1[C:11]2[C:10](=O)[CH2:9][CH2:8][CH2:7][C:6]=2[CH:5]=[CH:4][C:3]=1[NH:13][S:14]([C:17]1[CH:22]=[CH:21][C:20]([F:23])=[CH:19][CH:18]=1)(=[O:16])=[O:15].[BH4-].[Na+], predict the reaction product. The product is: [Br:1][C:2]1[C:11]2[CH:10]=[CH:9][CH2:8][CH2:7][C:6]=2[CH:5]=[CH:4][C:3]=1[NH:13][S:14]([C:17]1[CH:18]=[CH:19][C:20]([F:23])=[CH:21][CH:22]=1)(=[O:16])=[O:15].